Dataset: NCI-60 drug combinations with 297,098 pairs across 59 cell lines. Task: Regression. Given two drug SMILES strings and cell line genomic features, predict the synergy score measuring deviation from expected non-interaction effect. Drug 1: C1CN(P(=O)(OC1)NCCCl)CCCl. Drug 2: CC12CCC3C(C1CCC2OP(=O)(O)O)CCC4=C3C=CC(=C4)OC(=O)N(CCCl)CCCl.[Na+]. Cell line: HOP-62. Synergy scores: CSS=-10.3, Synergy_ZIP=3.53, Synergy_Bliss=-4.57, Synergy_Loewe=-5.64, Synergy_HSA=-11.5.